Dataset: Catalyst prediction with 721,799 reactions and 888 catalyst types from USPTO. Task: Predict which catalyst facilitates the given reaction. (1) Reactant: [CH:1]1([C:4]2[C:5]([O:12][CH2:13][CH:14]3[CH2:16][CH2:15]3)=[CH:6][C:7]([C:10]#[N:11])=[N:8][CH:9]=2)[CH2:3][CH2:2]1.Cl.[NH2:18][OH:19].C(N(CC)CC)C. Product: [CH:1]1([C:4]2[C:5]([O:12][CH2:13][CH:14]3[CH2:15][CH2:16]3)=[CH:6][C:7]([C:10](=[N:18][OH:19])[NH2:11])=[N:8][CH:9]=2)[CH2:3][CH2:2]1. The catalyst class is: 14. (2) Reactant: [C:1]([C:3]1[CH:4]=[C:5]([CH:38]=[CH:39][CH:40]=1)[CH2:6][N:7]1[CH2:12][CH2:11][N:10]([C:13]2[CH:18]=[CH:17][C:16]([NH:19][C:20]([C:22]3[C:23]([C:28]4[CH:33]=[CH:32][C:31]([C:34]([F:37])([F:36])[F:35])=[CH:30][CH:29]=4)=[CH:24][CH:25]=[CH:26][CH:27]=3)=[O:21])=[CH:15][CH:14]=2)[CH2:9][CH2:8]1)#[N:2].[C:41]([OH:53])(=[O:52])[CH2:42][C:43]([CH2:48][C:49]([OH:51])=[O:50])([C:45]([OH:47])=[O:46])[OH:44]. Product: [C:41]([OH:53])(=[O:52])[CH2:42][C:43]([CH2:48][C:49]([OH:51])=[O:50])([C:45]([OH:47])=[O:46])[OH:44].[C:1]([C:3]1[CH:4]=[C:5]([CH:38]=[CH:39][CH:40]=1)[CH2:6][N:7]1[CH2:8][CH2:9][N:10]([C:13]2[CH:14]=[CH:15][C:16]([NH:19][C:20]([C:22]3[C:23]([C:28]4[CH:33]=[CH:32][C:31]([C:34]([F:36])([F:37])[F:35])=[CH:30][CH:29]=4)=[CH:24][CH:25]=[CH:26][CH:27]=3)=[O:21])=[CH:17][CH:18]=2)[CH2:11][CH2:12]1)#[N:2]. The catalyst class is: 5.